This data is from Reaction yield outcomes from USPTO patents with 853,638 reactions. The task is: Predict the reaction yield, written as a fraction of the theoretical maximum amount of product (1.0 means a 100% yield; for example, 0.34 means a 34% yield). (1) The reactants are [CH2:1]([N:5]([CH2:23][CH2:24][CH2:25][CH3:26])[C:6]1[CH:11]=[C:10]([O:12][CH3:13])[C:9]([CH:14]=[CH:15][C:16]2[S:17][CH:18]=[CH:19][CH:20]=2)=[C:8]([O:21][CH3:22])[CH:7]=1)[CH2:2][CH2:3][CH3:4].C([Li])CCC.CN(C)[CH:34]=[O:35].C(Cl)(Cl)Cl. The catalyst is O1CCCC1. The product is [CH2:23]([N:5]([CH2:1][CH2:2][CH2:3][CH3:4])[C:6]1[CH:7]=[C:8]([O:21][CH3:22])[C:9]([CH:14]=[CH:15][C:16]2[S:17][C:18]([CH:34]=[O:35])=[CH:19][CH:20]=2)=[C:10]([O:12][CH3:13])[CH:11]=1)[CH2:24][CH2:25][CH3:26]. The yield is 0.600. (2) The reactants are [NH2:1][C:2]1[S:3][C:4]2[CH:10]=[C:9]([S:11][C:12]([CH3:21])([CH3:20])[C:13]([N:15]3[CH2:19][CH2:18][CH2:17][CH2:16]3)=O)[CH:8]=[CH:7][C:5]=2[N:6]=1.CO. The catalyst is O1CCCC1. The product is [CH3:21][C:12]([S:11][C:9]1[CH:8]=[CH:7][C:5]2[N:6]=[C:2]([NH2:1])[S:3][C:4]=2[CH:10]=1)([CH3:20])[CH2:13][N:15]1[CH2:19][CH2:18][CH2:17][CH2:16]1. The yield is 0.553. (3) The reactants are Cl[C:2]1[C:3](=[O:15])[N:4](C2CCCCO2)[N:5]=[CH:6]C=1Cl.[F:16][C:17]([F:28])([F:27])[C:18]1[CH:19]=[C:20]([CH2:24][C:25]#N)[CH:21]=[CH:22][CH:23]=1.C[O:30][C:31](=[O:40])[CH:32](Br)[CH2:33][CH:34]1[CH2:38][CH2:37][CH2:36][CH2:35]1. No catalyst specified. The product is [CH:34]1([CH2:33][CH:32]([N:4]2[C:3](=[O:15])[CH:2]=[C:25]([CH2:24][C:20]3[CH:21]=[CH:22][CH:23]=[C:18]([C:17]([F:28])([F:27])[F:16])[CH:19]=3)[CH:6]=[N:5]2)[C:31]([OH:30])=[O:40])[CH2:38][CH2:37][CH2:36][CH2:35]1. The yield is 0.700. (4) The reactants are [C:1]([NH:9][C:10]1[CH:15]=[CH:14][NH:13][C:12](=[O:16])[N:11]=1)(=[O:8])[C:2]1[CH:7]=[CH:6][CH:5]=[CH:4][CH:3]=1.[C:17]([O:25][CH2:26][C@@H:27]1[C@@H:31]([F:32])[C@:30]([O:34][C:35](=[O:42])[C:36]2[CH:41]=[CH:40][CH:39]=[CH:38][CH:37]=2)([CH3:33])[CH:29](OC(=O)C)[O:28]1)(=[O:24])[C:18]1[CH:23]=[CH:22][CH:21]=[CH:20][CH:19]=1.C1CCN2C(=NCCC2)CC1.[Si](OS(C(F)(F)F)(=O)=O)(C)(C)C. The catalyst is CC#N.CCOC(C)=O. The product is [C:17]([O:25][CH2:26][C@@H:27]1[C@@H:31]([F:32])[C@:30]([O:34][C:35](=[O:42])[C:36]2[CH:37]=[CH:38][CH:39]=[CH:40][CH:41]=2)([CH3:33])[C@H:29]([N:13]2[CH:14]=[CH:15][C:10]([NH:9][C:1](=[O:8])[C:2]3[CH:7]=[CH:6][CH:5]=[CH:4][CH:3]=3)=[N:11][C:12]2=[O:16])[O:28]1)(=[O:24])[C:18]1[CH:23]=[CH:22][CH:21]=[CH:20][CH:19]=1. The yield is 0.490. (5) The reactants are [F:1][C:2]([F:14])([C:8]1[CH:13]=[CH:12][CH:11]=[CH:10][N:9]=1)[C:3](OCC)=[O:4].[BH4-].[Na+]. The catalyst is C(O)C. The product is [F:14][C:2]([F:1])([C:8]1[CH:13]=[CH:12][CH:11]=[CH:10][N:9]=1)[CH2:3][OH:4]. The yield is 0.760. (6) The product is [CH2:1]1[CH:9]2[N:4]([CH2:5][CH:6]=[C:7]([C:10]3[C:18]4[C:13](=[CH:14][CH:15]=[C:16]([NH2:19])[CH:17]=4)[NH:12][CH:11]=3)[CH2:8]2)[CH2:3][CH2:2]1. The catalyst is CO.[Ni]. The reactants are [CH2:1]1[CH:9]2[N:4]([CH2:5][CH:6]=[C:7]([C:10]3[C:18]4[C:13](=[CH:14][CH:15]=[C:16]([N+:19]([O-])=O)[CH:17]=4)[NH:12][CH:11]=3)[CH2:8]2)[CH2:3][CH2:2]1.O.NN. The yield is 0.810. (7) The reactants are [F:1][C:2]1[CH:7]=[C:6]([F:8])[CH:5]=[CH:4][C:3]=1[CH2:9][NH:10][C:11]([C:13]1[C:14](=[O:36])[C:15]([O:28]CC2C=CC=CC=2)=[C:16]2[C:21](=[O:22])[N:20]3[C@H:23]([CH3:26])[CH2:24][O:25][C@H:19]3[CH2:18][N:17]2[CH:27]=1)=[O:12]. The catalyst is CO.[Pd]. The product is [F:1][C:2]1[CH:7]=[C:6]([F:8])[CH:5]=[CH:4][C:3]=1[CH2:9][NH:10][C:11]([C:13]1[C:14](=[O:36])[C:15]([OH:28])=[C:16]2[C:21](=[O:22])[N:20]3[C@H:23]([CH3:26])[CH2:24][O:25][C@H:19]3[CH2:18][N:17]2[CH:27]=1)=[O:12]. The yield is 0.860.